From a dataset of NCI-60 drug combinations with 297,098 pairs across 59 cell lines. Regression. Given two drug SMILES strings and cell line genomic features, predict the synergy score measuring deviation from expected non-interaction effect. (1) Drug 1: CC1CCC2CC(C(=CC=CC=CC(CC(C(=O)C(C(C(=CC(C(=O)CC(OC(=O)C3CCCCN3C(=O)C(=O)C1(O2)O)C(C)CC4CCC(C(C4)OC)O)C)C)O)OC)C)C)C)OC. Drug 2: CC1=C2C(C(=O)C3(C(CC4C(C3C(C(C2(C)C)(CC1OC(=O)C(C(C5=CC=CC=C5)NC(=O)C6=CC=CC=C6)O)O)OC(=O)C7=CC=CC=C7)(CO4)OC(=O)C)O)C)OC(=O)C. Cell line: ACHN. Synergy scores: CSS=11.3, Synergy_ZIP=-2.98, Synergy_Bliss=2.80, Synergy_Loewe=2.30, Synergy_HSA=1.87. (2) Synergy scores: CSS=46.9, Synergy_ZIP=-0.701, Synergy_Bliss=-0.153, Synergy_Loewe=-0.496, Synergy_HSA=-0.529. Drug 2: CC1C(C(CC(O1)OC2CC(OC(C2O)C)OC3=CC4=CC5=C(C(=O)C(C(C5)C(C(=O)C(C(C)O)O)OC)OC6CC(C(C(O6)C)O)OC7CC(C(C(O7)C)O)OC8CC(C(C(O8)C)O)(C)O)C(=C4C(=C3C)O)O)O)O. Drug 1: C1=CC=C(C=C1)NC(=O)CCCCCCC(=O)NO. Cell line: SN12C. (3) Drug 1: CCCS(=O)(=O)NC1=C(C(=C(C=C1)F)C(=O)C2=CNC3=C2C=C(C=N3)C4=CC=C(C=C4)Cl)F. Drug 2: B(C(CC(C)C)NC(=O)C(CC1=CC=CC=C1)NC(=O)C2=NC=CN=C2)(O)O. Cell line: MALME-3M. Synergy scores: CSS=57.5, Synergy_ZIP=4.68, Synergy_Bliss=3.92, Synergy_Loewe=5.15, Synergy_HSA=5.18. (4) Drug 1: CS(=O)(=O)CCNCC1=CC=C(O1)C2=CC3=C(C=C2)N=CN=C3NC4=CC(=C(C=C4)OCC5=CC(=CC=C5)F)Cl. Drug 2: COCCOC1=C(C=C2C(=C1)C(=NC=N2)NC3=CC=CC(=C3)C#C)OCCOC.Cl. Cell line: K-562. Synergy scores: CSS=12.0, Synergy_ZIP=-7.21, Synergy_Bliss=-2.67, Synergy_Loewe=-4.64, Synergy_HSA=-2.68.